This data is from Catalyst prediction with 721,799 reactions and 888 catalyst types from USPTO. The task is: Predict which catalyst facilitates the given reaction. (1) Reactant: [ClH:1].[N:2]1([CH2:9][C:10]2[N:15]=[C:14]([NH:16][C:17]([NH:19][C:20]3[N:21]=[C:22]([C:25]4[CH:30]=[CH:29][N:28]=[CH:27][CH:26]=4)[S:23][CH:24]=3)=[O:18])[CH:13]=[CH:12][CH:11]=2)[CH2:8][CH2:7][CH2:6][CH2:5][CH2:4][CH2:3]1.CO. Product: [ClH:1].[N:2]1([CH2:9][C:10]2[N:15]=[C:14]([NH:16][C:17]([NH:19][C:20]3[N:21]=[C:22]([C:25]4[CH:30]=[CH:29][N:28]=[CH:27][CH:26]=4)[S:23][CH:24]=3)=[O:18])[CH:13]=[CH:12][CH:11]=2)[CH2:3][CH2:4][CH2:5][CH2:6][CH2:7][CH2:8]1. The catalyst class is: 28. (2) Reactant: Cl.[Cl:2][C:3]1[CH:8]=[CH:7][CH:6]=[CH:5][C:4]=1[NH:9][NH2:10].[Br:11][C:12]1[CH:13]=[CH:14][C:15]([C:18](=O)[CH2:19][C:20](=O)[C:21]([O:23][CH3:24])=[O:22])=[N:16][CH:17]=1.C([O-])(O)=O.[Na+]. The catalyst class is: 191. Product: [Br:11][C:12]1[CH:13]=[CH:14][C:15]([C:18]2[N:9]([C:4]3[CH:5]=[CH:6][CH:7]=[CH:8][C:3]=3[Cl:2])[N:10]=[C:20]([C:21]([O:23][CH3:24])=[O:22])[CH:19]=2)=[N:16][CH:17]=1.